From a dataset of Reaction yield outcomes from USPTO patents with 853,638 reactions. Predict the reaction yield, written as a fraction of the theoretical maximum amount of product (1.0 means a 100% yield; for example, 0.34 means a 34% yield). (1) The reactants are [N:1]1([C:7]([C:9]2[S:10][CH:11]=[CH:12][CH:13]=2)=[O:8])[CH2:6][CH2:5][NH:4][CH2:3][CH2:2]1.Cl[C:15]1[C:24]2[C:19](=[CH:20][CH:21]=[CH:22][CH:23]=2)[N:18]([CH2:25][C:26]2[CH:31]=[CH:30][C:29]([F:32])=[CH:28][CH:27]=2)[C:17](=[O:33])[C:16]=1[C:34]#[N:35]. The catalyst is C1(C)C=CC=CC=1. The product is [F:32][C:29]1[CH:28]=[CH:27][C:26]([CH2:25][N:18]2[C:19]3[C:24](=[CH:23][CH:22]=[CH:21][CH:20]=3)[C:15]([N:4]3[CH2:5][CH2:6][N:1]([C:7]([C:9]4[S:10][CH:11]=[CH:12][CH:13]=4)=[O:8])[CH2:2][CH2:3]3)=[C:16]([C:34]#[N:35])[C:17]2=[O:33])=[CH:31][CH:30]=1. The yield is 0.970. (2) The reactants are [CH:1]([C:4]1[CH:9]=[CH:8][C:7]([CH:10]2[C:14]3[C:15]([CH3:30])=[C:16]([NH:21][C:22](=[O:29])OCC(Cl)(Cl)Cl)[C:17]([CH3:20])=[C:18]([CH3:19])[C:13]=3[O:12][CH2:11]2)=[CH:6][CH:5]=1)([CH3:3])[CH3:2].[NH2:31][CH2:32][CH2:33][CH2:34][OH:35]. The yield is 0.330. The catalyst is CCCCCC.C(OCC)(=O)C. The product is [OH:35][CH2:34][CH2:33][CH2:32][NH:31][C:22]([NH:21][C:16]1[C:17]([CH3:20])=[C:18]([CH3:19])[C:13]2[O:12][CH2:11][CH:10]([C:7]3[CH:6]=[CH:5][C:4]([CH:1]([CH3:2])[CH3:3])=[CH:9][CH:8]=3)[C:14]=2[C:15]=1[CH3:30])=[O:29]. (3) The reactants are [CH:1]1([O:6][C:7]2[CH:13]=[C:12]([CH3:14])[CH:11]=[CH:10][C:8]=2[NH2:9])[CH2:5][CH2:4][CH2:3][CH2:2]1.[CH2:15](OC(=O)CC1N=C(N)SC=1)C.[CH2:27]([O:29][C:30](=[O:53])[CH2:31][C:32]1[N:33]=[C:34]([NH:37][C:38]([NH:40][C:41]2[CH:46]=[CH:45][C:44]([CH3:47])=[CH:43][C:42]=2[O:48][CH2:49][CH:50]2[CH2:52][CH2:51]2)=[O:39])[S:35][CH:36]=1)[CH3:28]. No catalyst specified. The product is [CH2:27]([O:29][C:30](=[O:53])[CH2:31][C:32]1[N:33]=[C:34]([NH:37][C:38]([NH:9][C:8]2[CH:10]=[CH:11][C:12]([CH3:14])=[CH:13][C:7]=2[O:6][CH:1]2[CH2:5][CH2:4][CH2:3][CH2:2]2)=[O:39])[S:35][CH:36]=1)[CH3:28].[CH:49]1([O:48][C:42]2[CH:43]=[C:44]([CH3:47])[CH:45]=[CH:46][C:41]=2[NH:40][C:38](=[O:39])[NH:37][C:34]2[S:35][CH:36]=[C:32]([CH2:31][C:30]([OH:29])=[O:53])[N:33]=2)[CH2:15][CH2:51][CH2:52][CH2:50]1. The yield is 0.620. (4) The reactants are [CH3:1][CH:2]([C:4]([O:6][C:7]1[CH:8]=[CH:9][C:10]([CH2:29][OH:30])=[CH:11][C:12]=1[C@@H:13]([C:23]1[CH:24]=[CH:25][CH:26]=[CH:27][CH:28]=1)[CH2:14][CH2:15][N:16]([CH:20]([CH3:22])[CH3:21])[CH:17]([CH3:19])[CH3:18])=[O:5])[CH3:3].C(N(CC[C@@H](C1C=C(Br)C=CC=1OCC1C=CC=CC=1)C1C=CC=CC=1)C(C)C)(C)C.[C:62]([OH:69])(=[O:68])/[CH:63]=[CH:64]/[C:65]([OH:67])=[O:66].C(OC(C)C)(C)C. The catalyst is CC(O)C. The product is [CH3:3][CH:2]([C:4]([O:6][C:7]1[CH:8]=[CH:9][C:10]([CH2:29][OH:30])=[CH:11][C:12]=1[C@@H:13]([C:23]1[CH:28]=[CH:27][CH:26]=[CH:25][CH:24]=1)[CH2:14][CH2:15][N:16]([CH:20]([CH3:21])[CH3:22])[CH:17]([CH3:18])[CH3:19])=[O:5])[CH3:1].[CH:63](/[C:62]([OH:69])=[O:68])=[CH:64]\[C:65]([OH:67])=[O:66]. The yield is 1.000. (5) The reactants are [Cl-].[Al+3].[Cl-].[Cl-].[CH2:5]([C:8]1[CH:13]=[CH:12][CH:11]=[CH:10][C:9]=1[OH:14])[CH2:6][CH3:7].[C:15](Cl)(=[O:18])[CH2:16][CH3:17].Cl. The catalyst is [N+](C1C=CC=CC=1)([O-])=O. The product is [OH:14][C:9]1[CH:10]=[CH:11][C:12]([C:15](=[O:18])[CH2:16][CH3:17])=[CH:13][C:8]=1[CH2:5][CH2:6][CH3:7]. The yield is 0.350.